Task: Predict the reactants needed to synthesize the given product.. Dataset: Full USPTO retrosynthesis dataset with 1.9M reactions from patents (1976-2016) (1) Given the product [Cl:1][C:2]1[CH:3]=[C:4]([CH:9]2[CH2:13][N:12]([C:36](=[O:37])[C:35]3[CH:34]=[CH:33][C:32]([N:29]4[CH2:30][CH2:31][O:26][CH2:27][CH2:28]4)=[CH:40][CH:39]=3)[CH2:11][CH:10]2[N:14]([CH3:25])[C:15](=[O:24])[CH2:16][C:17]2[CH:18]=[CH:19][C:20]([F:23])=[CH:21][CH:22]=2)[CH:5]=[CH:6][C:7]=1[Cl:8], predict the reactants needed to synthesize it. The reactants are: [Cl:1][C:2]1[CH:3]=[C:4]([CH:9]2[CH2:13][NH:12][CH2:11][CH:10]2[N:14]([CH3:25])[C:15](=[O:24])[CH2:16][C:17]2[CH:22]=[CH:21][C:20]([F:23])=[CH:19][CH:18]=2)[CH:5]=[CH:6][C:7]=1[Cl:8].[O:26]1[CH2:31][CH2:30][N:29]([C:32]2[CH:40]=[CH:39][C:35]([C:36](O)=[O:37])=[CH:34][CH:33]=2)[CH2:28][CH2:27]1. (2) Given the product [ClH:42].[F:1][C:2]1[CH:3]=[C:4]([CH:37]=[CH:38][C:39]=1[O:40][CH3:41])[CH2:5][N:6]1[C:11]2[CH:12]=[C:13]([C:15]3[CH:16]=[CH:17][C:18]([F:21])=[CH:19][CH:20]=3)[S:14][C:10]=2[C:9](=[O:22])[N:8]([CH:23]2[CH2:24][CH2:25][NH:26][CH2:27][CH2:28]2)[C:7]1=[O:36], predict the reactants needed to synthesize it. The reactants are: [F:1][C:2]1[CH:3]=[C:4]([CH:37]=[CH:38][C:39]=1[O:40][CH3:41])[CH2:5][N:6]1[C:11]2[CH:12]=[C:13]([C:15]3[CH:20]=[CH:19][C:18]([F:21])=[CH:17][CH:16]=3)[S:14][C:10]=2[C:9](=[O:22])[N:8]([CH:23]2[CH2:28][CH2:27][N:26](C(OC(C)(C)C)=O)[CH2:25][CH2:24]2)[C:7]1=[O:36].[ClH:42]. (3) Given the product [F:9][C:10]([F:23])([F:22])[S:11]([O:4][CH2:3][C:2]([F:8])([F:1])[CH:5]([F:7])[F:6])(=[O:13])=[O:12], predict the reactants needed to synthesize it. The reactants are: [F:1][C:2]([F:8])([CH:5]([F:7])[F:6])[CH2:3][OH:4].[F:9][C:10]([F:23])([F:22])[S:11](O[S:11]([C:10]([F:23])([F:22])[F:9])(=[O:13])=[O:12])(=[O:13])=[O:12]. (4) The reactants are: F[B-](F)(F)F.[H+].C(O)(=O)C.C(O)(=O)C.IC1C=CC=CC=1.[CH:22]1([CH2:27][C:28]([OH:30])=[O:29])[CH2:26][CH2:25][CH:24]=[CH:23]1.O. Given the product [O:29]1[C:28](=[O:30])[CH2:27][C@@H:22]2[CH2:26][CH:25]=[CH:24][C@H:23]12, predict the reactants needed to synthesize it.